Task: Predict the product of the given reaction.. Dataset: Forward reaction prediction with 1.9M reactions from USPTO patents (1976-2016) (1) Given the reactants [S:1]=[C:2]1[CH2:7][CH2:6][N:5]([C:8]([O:10][C:11]([CH3:14])([CH3:13])[CH3:12])=[O:9])[CH2:4][CH2:3]1.[BH4-].[Na+], predict the reaction product. The product is: [SH:1][CH:2]1[CH2:3][CH2:4][N:5]([C:8]([O:10][C:11]([CH3:14])([CH3:13])[CH3:12])=[O:9])[CH2:6][CH2:7]1. (2) Given the reactants [CH2:1]([O:3][C:4](=[O:25])[C:5]1[CH:10]=[CH:9][C:8]([N:11]2[CH:15]=[C:14]([C:16]3[CH:21]=[CH:20][CH:19]=[CH:18][CH:17]=3)[C:13]([C:22]#[N:23])=[CH:12]2)=[CH:7][C:6]=1[NH2:24])[CH3:2].C(N(CC)CC)C.[CH3:33][S:34](Cl)(=[O:36])=[O:35], predict the reaction product. The product is: [CH2:1]([O:3][C:4](=[O:25])[C:5]1[CH:10]=[CH:9][C:8]([N:11]2[CH:15]=[C:14]([C:16]3[CH:21]=[CH:20][CH:19]=[CH:18][CH:17]=3)[C:13]([C:22]#[N:23])=[CH:12]2)=[CH:7][C:6]=1[NH:24][S:34]([CH3:33])(=[O:36])=[O:35])[CH3:2]. (3) Given the reactants C([O:8][C:9]([C:11]1[N:12]([CH2:20][C:21]([O:23][C:24]([CH3:27])([CH3:26])[CH3:25])=[O:22])[C:13]2[C:18]([CH:19]=1)=[CH:17][CH:16]=[CH:15][CH:14]=2)=[O:10])C1C=CC=CC=1, predict the reaction product. The product is: [C:24]([O:23][C:21]([CH2:20][N:12]1[C:13]2[C:18](=[CH:17][CH:16]=[CH:15][CH:14]=2)[CH:19]=[C:11]1[C:9]([OH:10])=[O:8])=[O:22])([CH3:27])([CH3:25])[CH3:26]. (4) The product is: [CH2:25]([O:27][C:28]([C:30]1[C:39](=[O:40])[C:38]2[C:33](=[C:34]([C:24]#[C:23][CH2:22][CH:9]3[CH2:10][C@@H:11]([CH2:13][NH:14][C:15]([O:17][C:18]([CH3:21])([CH3:20])[CH3:19])=[O:16])[CH2:12][N:8]3[C:6]([O:5][C:1]([CH3:3])([CH3:2])[CH3:4])=[O:7])[C:35]([F:42])=[C:36]([F:41])[CH:37]=2)[N:32]([CH:51]2[CH2:52][CH2:53]2)[CH:31]=1)=[O:29])[CH3:26]. Given the reactants [C:1]([O:5][C:6]([N:8]1[CH2:12][C@H:11]([CH2:13][NH:14][C:15]([O:17][C:18]([CH3:21])([CH3:20])[CH3:19])=[O:16])[CH2:10][CH:9]1[CH2:22][C:23]#[CH:24])=[O:7])([CH3:4])([CH3:3])[CH3:2].[CH2:25]([O:27][C:28]([C:30]1[C:39](=[O:40])[C:38]2[C:33](=[C:34](OS(C(F)(F)F)(=O)=O)[C:35]([F:42])=[C:36]([F:41])[CH:37]=2)[N:32]([CH:51]2[CH2:53][CH2:52]2)[CH:31]=1)=[O:29])[CH3:26].C1(P(C2C=CC=CC=2)C2C=CC=CC=2)C=CC=CC=1.O1CCCC1.C(N(CC)C(C)C)(C)C, predict the reaction product. (5) Given the reactants Br[C:2]1[CH:3]=[CH:4][C:5]([OH:31])=[C:6]([C:8]2[N:17]=[C:16]([NH:18][C@H:19]3[CH2:23][CH2:22][N:21](C(OC(C)(C)C)=O)[CH2:20]3)[C:15]3[C:10](=[CH:11][CH:12]=[CH:13][CH:14]=3)[N:9]=2)[CH:7]=1.[F:32][C:33]1[CH:38]=[CH:37][C:36](B(O)O)=[CH:35][CH:34]=1.P([O-])([O-])([O-])=O.[K+].[K+].[K+].O, predict the reaction product. The product is: [F:32][C:33]1[CH:38]=[CH:37][C:36]([C:2]2[CH:3]=[CH:4][C:5]([OH:31])=[C:6]([C:8]3[N:17]=[C:16]([NH:18][C@H:19]4[CH2:23][CH2:22][NH:21][CH2:20]4)[C:15]4[C:10](=[CH:11][CH:12]=[CH:13][CH:14]=4)[N:9]=3)[CH:7]=2)=[CH:35][CH:34]=1. (6) The product is: [C:32]([O:36][C:37]([N:38]([CH3:39])[CH:49]1[CH2:53][CH2:52][N:51]([CH2:54][CH2:55][N:26]([CH3:27])[C@@H:16]2[CH2:15][N:14]3[C:13]4[CH:12]=[C:11]([C:28]([O:30][CH3:31])=[O:29])[CH:10]=[CH:9][C:8]=4[C:7]([CH:1]4[CH2:2][CH2:3][CH2:4][CH2:5][CH2:6]4)=[C:21]3[C:20]3[CH:22]=[CH:23][CH:24]=[CH:25][C:19]=3[O:18][CH2:17]2)[CH2:50]1)=[O:48])([CH3:35])([CH3:34])[CH3:33]. Given the reactants [CH:1]1([C:7]2[C:8]3[CH:9]=[CH:10][C:11]([C:28]([O:30][CH3:31])=[O:29])=[CH:12][C:13]=3[N:14]3[C:21]=2[C:20]2[CH:22]=[CH:23][CH:24]=[CH:25][C:19]=2[O:18][CH2:17][C@H:16]([NH:26][CH3:27])[CH2:15]3)[CH2:6][CH2:5][CH2:4][CH2:3][CH2:2]1.[C:32]([O:36][C:37](=[O:48])[NH:38][CH2:39]C1CCN(CCCl)C1)([CH3:35])([CH3:34])[CH3:33].[CH3:49][CH2:50][N:51]([CH2:54][CH3:55])[CH2:52][CH3:53], predict the reaction product. (7) Given the reactants [Br:1][C:2]1[CH:7]=[CH:6][CH:5]=[CH:4][C:3]=1[S:8]([NH:11][C:12]1([C:18]([NH:20][CH:21]2[CH:28]3[CH2:29][C:24]4([C:31]([OH:33])=O)[CH2:25][CH:26]([CH2:30][CH:22]2[CH2:23]4)[CH2:27]3)=[O:19])[CH2:17][CH2:16][CH2:15][CH2:14][CH2:13]1)(=[O:10])=[O:9].Cl.C([N:37]=C=NCCCN(C)C)C.ON1C2C=CC=CC=2N=N1.[NH4+].[OH-], predict the reaction product. The product is: [Br:1][C:2]1[CH:7]=[CH:6][CH:5]=[CH:4][C:3]=1[S:8]([NH:11][C:12]1([C:18]([NH:20][CH:21]2[CH:22]3[CH2:23][C:24]4([C:31]([NH2:37])=[O:33])[CH2:25][CH:26]([CH2:27][CH:28]2[CH2:29]4)[CH2:30]3)=[O:19])[CH2:17][CH2:16][CH2:15][CH2:14][CH2:13]1)(=[O:9])=[O:10]. (8) The product is: [OH:1][CH2:2][C:3]1[N:8]=[C:7]([C:9](=[N:12][OH:13])[CH3:10])[CH:6]=[CH:5][CH:4]=1. Given the reactants [OH:1][CH2:2][C:3]1[N:8]=[C:7]([C:9](=O)[CH3:10])[CH:6]=[CH:5][CH:4]=1.[NH2:12][OH:13], predict the reaction product. (9) Given the reactants [OH:1][C:2]1[CH:3]=[C:4]([C:12]2[N:16]=[CH:15][N:14](/[CH:17]=[CH:18]\[C:19]([O:21]C(C)C)=[O:20])[N:13]=2)[CH:5]=[C:6]([C:8]([F:11])([F:10])[F:9])[CH:7]=1.[Li+].[OH-], predict the reaction product. The product is: [OH:1][C:2]1[CH:3]=[C:4]([C:12]2[N:16]=[CH:15][N:14](/[CH:17]=[CH:18]\[C:19]([OH:21])=[O:20])[N:13]=2)[CH:5]=[C:6]([C:8]([F:9])([F:10])[F:11])[CH:7]=1. (10) Given the reactants F[C:2]1[CH:7]=[CH:6][C:5]([C:8]([C:16]2[CH:21]=[CH:20][C:19](F)=[CH:18][CH:17]=2)([CH:10]2[CH2:15][CH2:14][NH:13][CH2:12][CH2:11]2)O)=[CH:4][CH:3]=1.[O:23]=[C:24]1[C:28]([C:35]2[CH:40]=[CH:39][CH:38]=[CH:37][CH:36]=2)([C:29]2[CH:34]=[CH:33][CH:32]=[CH:31][CH:30]=2)[CH2:27][CH2:26][N:25]1[CH2:41][C:42](O)=[O:43].Cl.C(N=C=NCCCN(C)C)C, predict the reaction product. The product is: [C:5]1([C:8]([C:16]2[CH:21]=[CH:20][CH:19]=[CH:18][CH:17]=2)=[C:10]2[CH2:15][CH2:14][N:13]([C:42](=[O:43])[CH2:41][N:25]3[CH2:26][CH2:27][C:28]([C:29]4[CH:34]=[CH:33][CH:32]=[CH:31][CH:30]=4)([C:35]4[CH:40]=[CH:39][CH:38]=[CH:37][CH:36]=4)[C:24]3=[O:23])[CH2:12][CH2:11]2)[CH:6]=[CH:7][CH:2]=[CH:3][CH:4]=1.